Predict the reactants needed to synthesize the given product. From a dataset of Full USPTO retrosynthesis dataset with 1.9M reactions from patents (1976-2016). (1) Given the product [C:3]([C:2]([NH:1][C:43](=[O:44])[CH:42]([O:41][C:37]1[CH:38]=[C:39]2[C:34](=[C:35]([CH3:48])[CH:36]=1)[N:33]=[CH:32][C:31]([I:30])=[CH:40]2)[S:46][CH3:47])([CH3:7])[CH2:5][F:6])#[N:4], predict the reactants needed to synthesize it. The reactants are: [NH2:1][C:2]([CH3:7])([CH2:5][F:6])[C:3]#[N:4].ON1C2N=CC=CC=2N=N1.CN(C)CCCN=C=NCC.Cl.[I:30][C:31]1[CH:32]=[N:33][C:34]2[C:39]([CH:40]=1)=[CH:38][C:37]([O:41][CH:42]([S:46][CH3:47])[C:43](O)=[O:44])=[CH:36][C:35]=2[CH3:48]. (2) Given the product [CH2:9]([N:8]([CH2:12][CH2:13][CH3:14])[C:6]1[NH:7][C:2](=[O:30])[C:3]2[C:17]([C:18]3[C:23]([CH3:24])=[CH:22][C:21]([CH3:25])=[CH:20][C:19]=3[CH3:26])=[CH:16][N:15]([CH3:27])[C:4]=2[N:5]=1)[CH2:10][CH3:11], predict the reactants needed to synthesize it. The reactants are: Cl[C:2]1[C:3]2[C:17]([C:18]3[C:23]([CH3:24])=[CH:22][C:21]([CH3:25])=[CH:20][C:19]=3[CH3:26])=[CH:16][N:15]([CH3:27])[C:4]=2[N:5]=[C:6]([N:8]([CH2:12][CH2:13][CH3:14])[CH2:9][CH2:10][CH3:11])[N:7]=1.C(O)(=[O:30])C. (3) Given the product [Cl:8][C:9]1[CH:34]=[CH:33][C:12]2[N:13]3[C:17]([CH2:18][N:19]([C:3](=[O:4])[C:2]([CH3:7])([CH3:6])[CH3:1])[CH2:20][C:11]=2[CH:10]=1)=[N:16][N:15]=[C:14]3[CH:21]1[CH2:26][CH2:25][N:24]([C:27]2[N:28]=[CH:29][CH:30]=[CH:31][N:32]=2)[CH2:23][CH2:22]1, predict the reactants needed to synthesize it. The reactants are: [CH3:1][C:2]([CH3:7])([CH3:6])[C:3](Cl)=[O:4].[Cl:8][C:9]1[CH:34]=[CH:33][C:12]2[N:13]3[C:17]([CH2:18][NH:19][CH2:20][C:11]=2[CH:10]=1)=[N:16][N:15]=[C:14]3[CH:21]1[CH2:26][CH2:25][N:24]([C:27]2[N:32]=[CH:31][CH:30]=[CH:29][N:28]=2)[CH2:23][CH2:22]1. (4) The reactants are: CN(C)C=O.Br[C:7]1[CH:12]=[CH:11][C:10]([C:13]2[N:14]([CH2:22][O:23][CH2:24][CH2:25][Si:26]([CH3:29])([CH3:28])[CH3:27])[CH:15]=[C:16]([C:18]([F:21])([F:20])[F:19])[N:17]=2)=[C:9]([Cl:30])[CH:8]=1.[CH3:31][C:32]1[C:37](B2OC(C)(C)C(C)(C)O2)=[CH:36][N:35]=[C:34]([O:47][CH2:48][C:49]2([C:53]([O:55][CH2:56][CH3:57])=[O:54])[CH2:52][CH2:51][CH2:50]2)[CH:33]=1.C(=O)([O-])[O-].[Na+].[Na+]. Given the product [Cl:30][C:9]1[CH:8]=[C:7]([C:37]2[C:32]([CH3:31])=[CH:33][C:34]([O:47][CH2:48][C:49]3([C:53]([O:55][CH2:56][CH3:57])=[O:54])[CH2:52][CH2:51][CH2:50]3)=[N:35][CH:36]=2)[CH:12]=[CH:11][C:10]=1[C:13]1[N:14]([CH2:22][O:23][CH2:24][CH2:25][Si:26]([CH3:29])([CH3:28])[CH3:27])[CH:15]=[C:16]([C:18]([F:21])([F:20])[F:19])[N:17]=1, predict the reactants needed to synthesize it. (5) Given the product [F:1][C:2]1[CH:7]=[C:6]([CH3:8])[CH:5]=[CH:4][C:3]=1[N:9]1[CH2:10][CH2:11][N:12]([C:23]([C:22]2[CH:26]=[C:27]([N+:30]([O-:32])=[O:31])[CH:28]=[CH:29][C:21]=2[N:15]2[CH2:20][CH2:19][O:18][CH2:17][CH2:16]2)=[O:24])[CH2:13][CH2:14]1, predict the reactants needed to synthesize it. The reactants are: [F:1][C:2]1[CH:7]=[C:6]([CH3:8])[CH:5]=[CH:4][C:3]=1[N:9]1[CH2:14][CH2:13][NH:12][CH2:11][CH2:10]1.[N:15]1([C:21]2[CH:29]=[CH:28][C:27]([N+:30]([O-:32])=[O:31])=[CH:26][C:22]=2[C:23](Cl)=[O:24])[CH2:20][CH2:19][O:18][CH2:17][CH2:16]1. (6) Given the product [C:1]1([N:7]([CH2:28][CH2:29][CH3:30])[C@H:8]([C:13]([NH:15][NH:16][CH2:17][CH2:18][CH2:19][NH:20][C:21]([O:23][C:24]([CH3:27])([CH3:26])[CH3:25])=[O:22])=[O:14])[CH2:9][CH:10]([CH3:12])[CH3:11])[CH:6]=[CH:5][CH:4]=[CH:3][CH:2]=1, predict the reactants needed to synthesize it. The reactants are: [C:1]1([N:7]([CH2:28][CH2:29][CH3:30])[C@H:8]([C:13]([NH:15][N:16]=[CH:17][CH2:18][CH2:19][NH:20][C:21]([O:23][C:24]([CH3:27])([CH3:26])[CH3:25])=[O:22])=[O:14])[CH2:9][CH:10]([CH3:12])[CH3:11])[CH:6]=[CH:5][CH:4]=[CH:3][CH:2]=1.[BH3-]C#N.[Na+].C(O)(=O)C.